Dataset: Forward reaction prediction with 1.9M reactions from USPTO patents (1976-2016). Task: Predict the product of the given reaction. (1) Given the reactants [Br:1][C:2]1[CH:3]=[C:4]([C:8]2[C:16]3[C:11](=[N:12][C:13]([CH3:33])=[C:14](C(OCC)=O)[C:15]=3[NH:17][S:18]([C:21]3[CH:26]=[CH:25][CH:24]=[C:23]([Cl:27])[CH:22]=3)(=[O:20])=[O:19])[S:10][CH:9]=2)[CH:5]=[CH:6][CH:7]=1.[OH-].[Na+].C(O)=O.C1(OC2C=CC=CC=2)C=CC=CC=1, predict the reaction product. The product is: [Br:1][C:2]1[CH:3]=[C:4]([C:8]2[C:16]3[C:11](=[N:12][C:13]([CH3:33])=[CH:14][C:15]=3[NH:17][S:18]([C:21]3[CH:26]=[CH:25][CH:24]=[C:23]([Cl:27])[CH:22]=3)(=[O:19])=[O:20])[S:10][CH:9]=2)[CH:5]=[CH:6][CH:7]=1. (2) The product is: [OH:32][C@H:31]([CH2:24][C:25]1[CH:30]=[CH:29][CH:28]=[CH:27][CH:26]=1)[CH2:33][N:14]1[CH2:15][CH2:16][C:11]2([O:10][C:9]3[C:19]4[C:5]([C:6](=[O:23])[C:7](=[O:22])[C:8]=3[S:18][CH2:17]2)=[CH:4][C:3]([O:2][CH3:1])=[CH:21][CH:20]=4)[CH2:12][CH2:13]1. Given the reactants [CH3:1][O:2][C:3]1[CH:4]=[C:5]2[C:19](=[CH:20][CH:21]=1)[C:9]1[O:10][C:11]3([CH2:17][S:18][C:8]=1[C:7](=[O:22])[C:6]2=[O:23])[CH2:16][CH2:15][NH:14][CH2:13][CH2:12]3.[CH2:24]([C@@H:31]1[CH2:33][O:32]1)[C:25]1[CH:30]=[CH:29][CH:28]=[CH:27][CH:26]=1, predict the reaction product. (3) Given the reactants [CH:1]1([N:4]2[C:8]3[C:9]([O:19][C@@H:20]([C@H:22]4[CH2:26][NH:25][C:24](=[O:27])[CH2:23]4)[CH3:21])=[N:10][C:11](C4C=CN=CC=4)=[CH:12][C:7]=3[N:6]=[CH:5]2)[CH2:3][CH2:2]1.[CH3:28][O:29][C:30]1[C:35]([O:36][CH3:37])=[CH:34][C:33](B2OC(C)(C)C(C)(C)O2)=[CH:32][N:31]=1, predict the reaction product. The product is: [CH:1]1([N:4]2[C:8]3[C:9]([O:19][C@@H:20]([C@H:22]4[CH2:26][NH:25][C:24](=[O:27])[CH2:23]4)[CH3:21])=[N:10][C:11]([C:33]4[CH:32]=[N:31][C:30]([O:29][CH3:28])=[C:35]([O:36][CH3:37])[CH:34]=4)=[CH:12][C:7]=3[N:6]=[CH:5]2)[CH2:3][CH2:2]1. (4) Given the reactants O[C:2]1[C:7]([C:8]#[N:9])=[CH:6][N:5]=[CH:4][CH:3]=1.N.C([O-])(=O)C.[NH4+].OC1C=CC=CN=1.P(Cl)(Cl)([Cl:25])=O, predict the reaction product. The product is: [Cl:25][C:2]1[C:7]([C:8]#[N:9])=[CH:6][N:5]=[CH:4][CH:3]=1. (5) Given the reactants [C:1]([O:5][C:6](=[O:34])[N:7]([CH:9]1[CH2:14][CH2:13][CH:12]([NH:15][CH2:16][C:17]2[CH:18]=[C:19]([C:25]3[CH:30]=[CH:29][C:28]([C:31](=[O:33])[NH2:32])=[CH:27][CH:26]=3)[CH:20]=[CH:21][C:22]=2[O:23][CH3:24])[CH2:11][CH2:10]1)[CH3:8])([CH3:4])([CH3:3])[CH3:2].[Cl:35][C:36]1[C:37]2[CH:47]=[CH:46][CH:45]=[CH:44][C:38]=2[S:39][C:40]=1[C:41](Cl)=[O:42], predict the reaction product. The product is: [C:1]([O:5][C:6](=[O:34])[N:7]([CH:9]1[CH2:14][CH2:13][CH:12]([N:15]([CH2:16][C:17]2[CH:18]=[C:19]([C:25]3[CH:30]=[CH:29][C:28]([C:31](=[O:33])[NH2:32])=[CH:27][CH:26]=3)[CH:20]=[CH:21][C:22]=2[O:23][CH3:24])[C:41]([C:40]2[S:39][C:38]3[CH:44]=[CH:45][CH:46]=[CH:47][C:37]=3[C:36]=2[Cl:35])=[O:42])[CH2:11][CH2:10]1)[CH3:8])([CH3:4])([CH3:2])[CH3:3]. (6) The product is: [N:1]1[CH:6]=[CH:5][CH:4]=[CH:3][C:2]=1[C:7]([O-:9])=[O:8].[Ir+3:10].[C:14]1([C:20]2[S:21][C:22]3[CH:28]=[CH:27][CH:26]=[CH:25][C:23]=3[N:24]=2)[CH:15]=[CH:16][CH:17]=[CH:18][CH:19]=1.[C:14]1([C:20]2[S:21][C:22]3[CH:28]=[CH:27][CH:26]=[CH:25][C:23]=3[N:24]=2)[CH:15]=[CH:16][CH:17]=[CH:18][CH:19]=1.[N:1]1[CH:6]=[CH:5][CH:4]=[CH:3][C:2]=1[C:7]([O-:9])=[O:8].[N:1]1[CH:6]=[CH:5][CH:4]=[CH:3][C:2]=1[C:7]([O-:9])=[O:8]. Given the reactants [N:1]1[CH:6]=[CH:5][CH:4]=[CH:3][C:2]=1[C:7]([OH:9])=[O:8].[Ir:10](Cl)(Cl)Cl.[C:14]1([C:20]2[S:21][C:22]3[CH:28]=[CH:27][CH:26]=[CH:25][C:23]=3[N:24]=2)[CH:19]=[CH:18][CH:17]=[CH:16][CH:15]=1, predict the reaction product. (7) Given the reactants [C:1]12([C:11]([NH2:13])=O)[CH2:10][CH:5]3[CH2:6][CH:7]([CH2:9][CH:3]([CH2:4]3)[CH2:2]1)[CH2:8]2.S(C)C.CO, predict the reaction product. The product is: [C:1]12([CH2:11][NH2:13])[CH2:8][CH:7]3[CH2:6][CH:5]([CH2:4][CH:3]([CH2:9]3)[CH2:2]1)[CH2:10]2. (8) Given the reactants [O:1]=[C:2]1[CH2:7][CH2:6][N:5]([C:8]([O:10][C:11]([CH3:14])([CH3:13])[CH3:12])=[O:9])[CH2:4][CH2:3]1.[Li+].C[Si]([N-][Si](C)(C)C)(C)C.C1C=CC(N([S:32]([C:35]([F:38])([F:37])[F:36])(=[O:34])=[O:33])[S:32]([C:35]([F:38])([F:37])[F:36])(=[O:34])=[O:33])=CC=1, predict the reaction product. The product is: [F:36][C:35]([F:38])([F:37])[S:32]([O:1][C:2]1[CH2:3][CH2:4][N:5]([C:8]([O:10][C:11]([CH3:14])([CH3:13])[CH3:12])=[O:9])[CH2:6][CH:7]=1)(=[O:34])=[O:33].